This data is from Peptide-MHC class I binding affinity with 185,985 pairs from IEDB/IMGT. The task is: Regression. Given a peptide amino acid sequence and an MHC pseudo amino acid sequence, predict their binding affinity value. This is MHC class I binding data. (1) The peptide sequence is VVLTGGTGV. The MHC is HLA-A02:01 with pseudo-sequence HLA-A02:01. The binding affinity (normalized) is 0.238. (2) The MHC is HLA-A02:06 with pseudo-sequence HLA-A02:06. The binding affinity (normalized) is 0.396. The peptide sequence is AVRQFRASV. (3) The MHC is H-2-Kb with pseudo-sequence H-2-Kb. The peptide sequence is ILHRWYEHM. The binding affinity (normalized) is 0.340. (4) The peptide sequence is GRGGNYPVQQI. The MHC is Mamu-B03 with pseudo-sequence Mamu-B03. The binding affinity (normalized) is 0.166. (5) The peptide sequence is LLLLISLVY. The MHC is HLA-A02:01 with pseudo-sequence HLA-A02:01. The binding affinity (normalized) is 0.0847. (6) The peptide sequence is FLDKGTYTL. The MHC is HLA-B45:06 with pseudo-sequence HLA-B45:06. The binding affinity (normalized) is 0.213. (7) The peptide sequence is GVIRSIFAR. The MHC is HLA-A33:01 with pseudo-sequence HLA-A33:01. The binding affinity (normalized) is 0.559. (8) The peptide sequence is RLASYGLYY. The MHC is HLA-B15:17 with pseudo-sequence HLA-B15:17. The binding affinity (normalized) is 0.677.